From a dataset of Reaction yield outcomes from USPTO patents with 853,638 reactions. Predict the reaction yield, written as a fraction of the theoretical maximum amount of product (1.0 means a 100% yield; for example, 0.34 means a 34% yield). (1) The reactants are [CH3:1][O:2][C:3](=[O:24])[C:4]1[CH:9]=[CH:8][C:7]([CH:10]([C:12]2[CH:17]=[CH:16][N:15]=[CH:14][CH:13]=2)[OH:11])=[CH:6][C:5]=1[C:18]1[CH:23]=[CH:22][CH:21]=[CH:20][CH:19]=1.C(N(C(C)C)CC)(C)C.O([Si:42]([C:45]([CH3:48])([CH3:47])[CH3:46])([CH3:44])[CH3:43])S(C(F)(F)F)(=O)=O.[O-]S(C(F)(F)F)(=O)=O. The catalyst is C(Cl)Cl. The product is [CH3:1][O:2][C:3](=[O:24])[C:4]1[CH:9]=[CH:8][C:7]([CH:10]([C:12]2[CH:13]=[CH:14][N:15]=[CH:16][CH:17]=2)[O:11][Si:42]([C:45]([CH3:48])([CH3:47])[CH3:46])([CH3:44])[CH3:43])=[CH:6][C:5]=1[C:18]1[CH:23]=[CH:22][CH:21]=[CH:20][CH:19]=1. The yield is 0.930. (2) The reactants are [CH:1]1[C:14]2[C:5](=[CH:6][C:7]3[C:12]([C:13]=2[CH2:15][CH2:16][OH:17])=[CH:11][CH:10]=[CH:9][CH:8]=3)[CH:4]=[CH:3][CH:2]=1.N1([C:23]([O:25][CH2:26][CH2:27][N:28]([CH2:36][CH:37]=[CH2:38])[C:29]([O:31][C:32]([CH3:35])([CH3:34])[CH3:33])=[O:30])=[O:24])C=CN=C1.[OH-:39].[K+]. The catalyst is C1(C)C=CC=CC=1. The product is [CH2:36]([N:28]([CH2:27][CH2:26][O:25][C:23]([O:17][CH2:16][CH2:15][C:13]1[C:12]2[C:7]([CH:6]=[C:5]3[C:14]=1[CH:1]=[CH:2][CH:3]=[CH:4]3)=[CH:8][CH:9]=[CH:10][CH:11]=2)=[O:24])[C:29](=[O:30])[O:31][C:32]([CH3:34])([CH3:35])[CH3:33])[CH:37]=[CH2:38].[C:23](=[O:24])([OH:25])[OH:39]. The yield is 0.450. (3) The reactants are [F:1][C:2]1[CH:3]=[CH:4][C:5]([OH:11])=[C:6]([C:8](=O)[CH3:9])[CH:7]=1.Cl[CH2:13][C:14]([N:16]([O:18][CH3:19])[CH3:17])=[O:15].[I-].[Na+].C(=O)([O-])[O-].[K+].[K+].Cl.N12CCCN=C1CCCCC2. The catalyst is CN(C)C=O. The product is [F:1][C:2]1[CH:3]=[CH:4][C:5]2[O:11][C:13]([C:14]([N:16]([O:18][CH3:19])[CH3:17])=[O:15])=[C:8]([CH3:9])[C:6]=2[CH:7]=1. The yield is 0.280. (4) The reactants are [O:1]=[C:2]1[CH2:7][CH2:6][CH:5]([N:8]2[C:13](=[O:14])[C:12]([CH2:15][C:16]3[CH:21]=[CH:20][C:19]([C:22]4[CH:27]=[CH:26][CH:25]=[CH:24][C:23]=4[C:28]4[NH:32][C:31](=[O:33])[O:30][N:29]=4)=[CH:18][CH:17]=3)=[C:11]([CH2:34][CH2:35][CH3:36])[N:10]3[N:37]=[CH:38][N:39]=[C:9]23)[CH2:4][CH2:3]1.[CH2:40](O)[CH2:41][CH2:42][OH:43].CC1C=CC(S(O)(=O)=O)=CC=1.C(=O)([O-])O.[Na+]. The catalyst is C1(C)C=CC=CC=1. The product is [O:43]1[C:2]2([CH2:7][CH2:6][CH:5]([N:8]3[C:13](=[O:14])[C:12]([CH2:15][C:16]4[CH:17]=[CH:18][C:19]([C:22]5[CH:27]=[CH:26][CH:25]=[CH:24][C:23]=5[C:28]5[NH:32][C:31](=[O:33])[O:30][N:29]=5)=[CH:20][CH:21]=4)=[C:11]([CH2:34][CH2:35][CH3:36])[N:10]4[N:37]=[CH:38][N:39]=[C:9]34)[CH2:4][CH2:3]2)[O:1][CH2:40][CH2:41][CH2:42]1. The yield is 0.390.